This data is from Full USPTO retrosynthesis dataset with 1.9M reactions from patents (1976-2016). The task is: Predict the reactants needed to synthesize the given product. (1) Given the product [C:1]([C:5]1[CH:39]=[CH:38][C:8]([C:9]([N:11]2[C@@H:15]([C:16]3[N:17]=[CH:18][S:19][CH:20]=3)[C@@H:14]([C:21]3[CH:26]=[N:25][CH:24]=[CH:23][N:22]=3)[CH2:13][C@@:12]2([CH2:34][CH:35]([CH3:36])[CH3:37])[C:27]([OH:29])=[O:28])=[O:10])=[CH:7][C:6]=1[O:40][CH3:41])([CH3:3])([CH3:4])[CH3:2], predict the reactants needed to synthesize it. The reactants are: [C:1]([C:5]1[CH:39]=[CH:38][C:8]([C:9]([N:11]2[C@@H:15]([C:16]3[N:17]=[CH:18][S:19][CH:20]=3)[C@@H:14]([C:21]3[CH:26]=[N:25][CH:24]=[CH:23][N:22]=3)[CH2:13][C@@:12]2([CH2:34][CH:35]([CH3:37])[CH3:36])[C:27]([O:29]C(C)(C)C)=[O:28])=[O:10])=[CH:7][C:6]=1[O:40][CH3:41])([CH3:4])([CH3:3])[CH3:2].C(O)(C(F)(F)F)=O. (2) Given the product [CH3:16][O:15][C:13](=[O:14])[CH2:12][CH:11]1[CH2:10][CH:9]([C:17]2[CH:18]=[CH:19][C:20]([C:23]([F:25])([F:24])[F:26])=[CH:21][CH:22]=2)[N:8]([CH2:7][C:6]2[CH:27]=[CH:28][C:3]([C:2]([F:29])([F:30])[F:1])=[CH:4][CH:5]=2)[CH2:34]1, predict the reactants needed to synthesize it. The reactants are: [F:1][C:2]([F:30])([F:29])[C:3]1[CH:28]=[CH:27][C:6]([CH2:7][NH:8][CH:9]([C:17]2[CH:22]=[CH:21][C:20]([C:23]([F:26])([F:25])[F:24])=[CH:19][CH:18]=2)[CH2:10]/[CH:11]=[CH:12]/[C:13]([O:15][CH3:16])=[O:14])=[CH:5][CH:4]=1.N1C2C=CC=C(CO)[C:34]=2N=N1.C(O)(C)(C)C.[I-].[I-].[Sm+2]. (3) Given the product [CH2:29]([N:15]1[C:16]2[C:21](=[CH:20][C:19]([F:22])=[CH:18][CH:17]=2)[N:12]([S:9]([C:6]2[CH:7]=[CH:8][C:3]([OH:2])=[CH:4][CH:5]=2)(=[O:10])=[O:11])[C@@H:13]([CH2:24][CH3:25])[C:14]1=[O:23])[CH2:30][CH2:31][CH3:32], predict the reactants needed to synthesize it. The reactants are: C(=O)([O-])[O:2][C:3]1[CH:8]=[CH:7][C:6]([S:9]([N:12]2[C:21]3[C:16](=[CH:17][CH:18]=[C:19]([F:22])[CH:20]=3)[NH:15][C:14](=[O:23])[C@@H:13]2[CH2:24][CH3:25])(=[O:11])=[O:10])=[CH:5][CH:4]=1.Br[CH2:29][CH2:30][CH2:31][CH3:32].C([C@@H]1N(S(C2C=CC(O)=CC=2)(=O)=O)C2C(=CC=C(F)C=2)N(CCC)C1=O)C.